From a dataset of CYP2C19 inhibition data for predicting drug metabolism from PubChem BioAssay. Regression/Classification. Given a drug SMILES string, predict its absorption, distribution, metabolism, or excretion properties. Task type varies by dataset: regression for continuous measurements (e.g., permeability, clearance, half-life) or binary classification for categorical outcomes (e.g., BBB penetration, CYP inhibition). Dataset: cyp2c19_veith. (1) The compound is CC(=O)Nc1ccc(C(=O)NNC(=O)CCc2ccccc2)cc1. The result is 0 (non-inhibitor). (2) The compound is Nc1cccnc1Sc1ccc(Cl)cc1. The result is 1 (inhibitor). (3) The molecule is Cc1ccccc1-n1ncc2c(SCC(=O)N3c4ccccc4CC3C)ncnc21. The result is 1 (inhibitor).